This data is from Reaction yield outcomes from USPTO patents with 853,638 reactions. The task is: Predict the reaction yield, written as a fraction of the theoretical maximum amount of product (1.0 means a 100% yield; for example, 0.34 means a 34% yield). (1) The reactants are [CH3:1][C:2]1[N:3]=[C:4]([C:12]2[CH:17]=[CH:16][C:15]([N+:18]([O-])=O)=[CH:14][CH:13]=2)[S:5][C:6]=1[C:7]([O:9][CH2:10][CH3:11])=[O:8].C([O-])=O.[NH4+]. The catalyst is [Pd].CO. The product is [NH2:18][C:15]1[CH:14]=[CH:13][C:12]([C:4]2[S:5][C:6]([C:7]([O:9][CH2:10][CH3:11])=[O:8])=[C:2]([CH3:1])[N:3]=2)=[CH:17][CH:16]=1. The yield is 0.750. (2) The reactants are Br[C:2]1[CH:7]=[CH:6][C:5]([C@@H:8]([N:10]2[CH2:15][CH2:14][C@:13]([CH2:22][C:23]([CH3:27])([CH3:26])[C:24]#[N:25])([C:16]3[CH:21]=[CH:20][CH:19]=[CH:18][CH:17]=3)[O:12][C:11]2=[O:28])[CH3:9])=[CH:4][CH:3]=1.[O:29]=[C:30]1[NH:35][CH:34]=[C:33](B(O)O)[CH:32]=[CH:31]1.C([O-])([O-])=O.[Cs+].[Cs+]. The catalyst is O1CCOCC1.C1C=CC(P(C2C=CC=CC=2)[C-]2C=CC=C2)=CC=1.C1C=CC(P(C2C=CC=CC=2)[C-]2C=CC=C2)=CC=1.Cl[Pd]Cl.[Fe+2]. The product is [CH3:26][C:23]([CH3:27])([CH2:22][C@@:13]1([C:16]2[CH:21]=[CH:20][CH:19]=[CH:18][CH:17]=2)[O:12][C:11](=[O:28])[N:10]([C@H:8]([C:5]2[CH:6]=[CH:7][C:2]([C:33]3[CH:32]=[CH:31][C:30](=[O:29])[NH:35][CH:34]=3)=[CH:3][CH:4]=2)[CH3:9])[CH2:15][CH2:14]1)[C:24]#[N:25]. The yield is 0.940.